Dataset: Experimentally validated miRNA-target interactions with 360,000+ pairs, plus equal number of negative samples. Task: Binary Classification. Given a miRNA mature sequence and a target amino acid sequence, predict their likelihood of interaction. The miRNA is hsa-miR-3187-3p with sequence UUGGCCAUGGGGCUGCGCGG. The protein sequence of the target gene is MKSAKLGFLLRFFIFCSLNTLLLGGVNKIAEKICGDLKDPCKLDMNFGSCYEVHFRYFYNRTSKRCETFVFSGCNGNLNNFKLKIEREVACVAKYKPPR. Result: 0 (no interaction).